The task is: Predict the reactants needed to synthesize the given product.. This data is from Full USPTO retrosynthesis dataset with 1.9M reactions from patents (1976-2016). (1) Given the product [CH2:38]([O:45][C:46]1[C:51]([CH2:52][N:53]([CH2:54][CH2:55][OH:56])[C:4](=[O:6])[C:3]2[C:7]([F:13])=[CH:8][CH:9]=[C:10]([O:11][CH3:12])[C:2]=2[Cl:1])=[C:50]([CH3:57])[CH:49]=[C:48]([CH3:58])[N:47]=1)[C:39]1[CH:44]=[CH:43][CH:42]=[CH:41][CH:40]=1, predict the reactants needed to synthesize it. The reactants are: [Cl:1][C:2]1[C:10]([O:11][CH3:12])=[CH:9][CH:8]=[C:7]([F:13])[C:3]=1[C:4]([OH:6])=O.CN(C(ON1N=NC2C=CC=NC1=2)=[N+](C)C)C.F[P-](F)(F)(F)(F)F.[CH2:38]([O:45][C:46]1[C:51]([CH2:52][NH:53][CH2:54][CH2:55][OH:56])=[C:50]([CH3:57])[CH:49]=[C:48]([CH3:58])[N:47]=1)[C:39]1[CH:44]=[CH:43][CH:42]=[CH:41][CH:40]=1. (2) Given the product [NH2:1][C:2]1[C:7]([F:8])=[CH:6][N:5]([C:13](=[S:22])[O:14][C:15]2[CH:20]=[CH:19][CH:18]=[CH:17][CH:16]=2)[C:4](=[O:9])[N:3]=1, predict the reactants needed to synthesize it. The reactants are: [NH2:1][C:2]1[C:7]([F:8])=[CH:6][N:5]=[C:4]([OH:9])[N:3]=1.CC#N.[C:13](=[S:22])(Cl)[O:14][C:15]1[CH:20]=[CH:19][CH:18]=[CH:17][CH:16]=1. (3) Given the product [CH2:1]([O:3][C:4]([C:5]1[N:31]([C:27]2[CH:28]=[CH:29][CH:30]=[C:25]([C:24]([F:23])([F:33])[F:34])[CH:26]=2)[N:32]=[C:7]([C:9]2[CH:14]=[CH:13][C:12]([C:15]3[CH:20]=[CH:19][CH:18]=[CH:17][CH:16]=3)=[CH:11][CH:10]=2)[CH:6]=1)=[O:22])[CH3:2], predict the reactants needed to synthesize it. The reactants are: [CH2:1]([O:3][C:4](=[O:22])[C:5](=O)[CH2:6][C:7]([C:9]1[CH:14]=[CH:13][C:12]([C:15]2[CH:20]=[CH:19][CH:18]=[CH:17][CH:16]=2)=[CH:11][CH:10]=1)=O)[CH3:2].[F:23][C:24]([F:34])([F:33])[C:25]1[CH:26]=[C:27]([NH:31][NH2:32])[CH:28]=[CH:29][CH:30]=1.O. (4) Given the product [F:20][C:21]1[CH:26]=[C:25]([S:27]([CH3:30])(=[O:29])=[O:28])[CH:24]=[CH:23][C:22]=1[N:31]1[CH2:36][CH2:35][N:34]([C:17]([C:7]2[CH:6]=[C:5]([S:2]([CH3:1])(=[O:3])=[O:4])[CH:10]=[CH:9][C:8]=2[C:11]2[CH:12]=[CH:13][CH:14]=[CH:15][CH:16]=2)=[O:19])[CH2:33][CH2:32]1, predict the reactants needed to synthesize it. The reactants are: [CH3:1][S:2]([C:5]1[CH:6]=[C:7]([C:17]([OH:19])=O)[C:8]([C:11]2[CH:16]=[CH:15][CH:14]=[CH:13][CH:12]=2)=[CH:9][CH:10]=1)(=[O:4])=[O:3].[F:20][C:21]1[CH:26]=[C:25]([S:27]([CH3:30])(=[O:29])=[O:28])[CH:24]=[CH:23][C:22]=1[N:31]1[CH2:36][CH2:35][NH:34][CH2:33][CH2:32]1. (5) Given the product [N+:16]([C:19]1[CH:20]=[C:21]([CH:24]=[CH:25][CH:26]=1)[CH2:22][NH:1][CH:2]1[CH2:7][CH2:6][CH:5]([NH:8][C:9](=[O:15])[O:10][C:11]([CH3:12])([CH3:14])[CH3:13])[CH2:4][CH2:3]1)([O-:18])=[O:17], predict the reactants needed to synthesize it. The reactants are: [NH2:1][CH:2]1[CH2:7][CH2:6][CH:5]([NH:8][C:9](=[O:15])[O:10][C:11]([CH3:14])([CH3:13])[CH3:12])[CH2:4][CH2:3]1.[N+:16]([C:19]1[CH:20]=[C:21]([CH:24]=[CH:25][CH:26]=1)[CH:22]=O)([O-:18])=[O:17].[BH-](OC(C)=O)(OC(C)=O)OC(C)=O.[Na+]. (6) Given the product [N+:10]([CH:13]=[CH:6][C:5]1[CH:8]=[CH:9][CH:2]=[CH:3][CH:4]=1)([O-:12])=[O:11], predict the reactants needed to synthesize it. The reactants are: O[C:2]1[CH:9]=[CH:8][C:5]([CH:6]=O)=[CH:4][CH:3]=1.[N+:10]([CH3:13])([O-:12])=[O:11]. (7) Given the product [Cl:35][C:9]1[CH:10]=[C:11]2[N:16]=[C:15]([O:17][C@@H:18]3[CH2:19][O:20][C@@H:21]4[C@H:25]([OH:26])[CH2:24][O:23][C@H:22]34)[N:14]([CH2:27][O:28][CH2:29][CH2:30][Si:31]([CH3:34])([CH3:33])[CH3:32])[C:12]2=[N:13][C:8]=1[C:5]1[CH:6]=[CH:7][C:2]([N:39]=[S:37]([CH3:36])([C:40]2[CH:45]=[CH:44][N:43]=[CH:42][CH:41]=2)=[O:38])=[CH:3][CH:4]=1, predict the reactants needed to synthesize it. The reactants are: Br[C:2]1[CH:7]=[CH:6][C:5]([C:8]2[N:13]=[C:12]3[N:14]([CH2:27][O:28][CH2:29][CH2:30][Si:31]([CH3:34])([CH3:33])[CH3:32])[C:15]([O:17][C@H:18]4[C@H:22]5[O:23][CH2:24][C@@H:25]([OH:26])[C@H:21]5[O:20][CH2:19]4)=[N:16][C:11]3=[CH:10][C:9]=2[Cl:35])=[CH:4][CH:3]=1.[CH3:36][S:37]([C:40]1[CH:45]=[CH:44][N:43]=[CH:42][CH:41]=1)(=[NH:39])=[O:38]. (8) Given the product [CH2:28]([O:27][C:25]([C:24]1[CH:23]=[N:22][N:19]2[CH:20]=[CH:21][C:16]([N:12]3[CH2:13][CH2:14][CH2:15][C@@H:11]3[C:9]3[CH:10]=[C:5]([F:4])[CH:6]=[CH:7][C:8]=3[O:30][CH2:2][CH3:3])=[CH:17][C:18]=12)=[O:26])[CH3:29], predict the reactants needed to synthesize it. The reactants are: I[CH2:2][CH3:3].[F:4][C:5]1[CH:6]=[CH:7][C:8]([OH:30])=[C:9]([C@H:11]2[CH2:15][CH2:14][CH2:13][N:12]2[C:16]2[CH:21]=[CH:20][N:19]3[N:22]=[CH:23][C:24]([C:25]([O:27][CH2:28][CH3:29])=[O:26])=[C:18]3[CH:17]=2)[CH:10]=1.C([O-])([O-])=O.[K+].[K+].